The task is: Predict the product of the given reaction.. This data is from Forward reaction prediction with 1.9M reactions from USPTO patents (1976-2016). (1) Given the reactants [CH3:1][O:2][C:3]1[N:8]=[C:7]([NH:9][CH3:10])[CH:6]=[CH:5][CH:4]=1.C1C(=O)N([I:18])C(=O)C1, predict the reaction product. The product is: [I:18][C:4]1[CH:5]=[CH:6][C:7]([NH:9][CH3:10])=[N:8][C:3]=1[O:2][CH3:1]. (2) Given the reactants [C:1]([O:5][C:6]([NH:8][CH:9]([CH:21]([OH:24])[CH2:22][OH:23])[C:10]([NH:12][O:13][CH2:14][C:15]1[CH:20]=[CH:19][CH:18]=[CH:17][CH:16]=1)=[O:11])=[O:7])([CH3:4])([CH3:3])[CH3:2].N1C=CN=C1.[Si:30](Cl)([C:33]([CH3:36])([CH3:35])[CH3:34])([CH3:32])[CH3:31].O, predict the reaction product. The product is: [C:1]([O:5][C:6]([NH:8][CH:9]([CH:21]([OH:24])[CH2:22][O:23][Si:30]([CH3:32])([CH3:31])[C:33]([CH3:36])([CH3:35])[CH3:34])[C:10]([NH:12][O:13][CH2:14][C:15]1[CH:20]=[CH:19][CH:18]=[CH:17][CH:16]=1)=[O:11])=[O:7])([CH3:4])([CH3:2])[CH3:3]. (3) Given the reactants C([N:4](C(C)C)CC)(C)C.[C:10](Cl)(=[O:18])[CH2:11][CH2:12][CH2:13][CH2:14][CH2:15][CH2:16][CH3:17].[OH-].[Na+], predict the reaction product. The product is: [C:10]([NH2:4])(=[O:18])[CH2:11][CH2:12][CH2:13][CH2:14][CH2:15][CH2:16][CH3:17]. (4) The product is: [CH3:15][O:14][C:11]([NH:1][CH2:2][CH:3]1[CH2:8][CH2:7][CH2:6][CH:5]([CH2:9][NH:10][C:11]([O:14][CH3:15])=[O:16])[CH2:4]1)=[O:16]. Given the reactants [NH2:1][CH2:2][CH:3]1[CH2:8][CH2:7][CH2:6][CH:5]([CH2:9][NH2:10])[CH2:4]1.[C:11](=[O:16])([O:14][CH3:15])OC, predict the reaction product. (5) Given the reactants [C:1]([O:9][C@@H:10]1[C@@H:18]([CH:19]([F:21])[F:20])[O:17][C@H:16]2[C@H:12]([N:13]=[C:14]([N:22](CC=C)[C:23]([O:25][C:26]([CH3:29])([CH3:28])[CH3:27])=[O:24])[S:15]2)[C@H:11]1[O:33][C:34](=[O:41])[C:35]1[CH:40]=[CH:39][CH:38]=[CH:37][CH:36]=1)(=[O:8])[C:2]1[CH:7]=[CH:6][CH:5]=[CH:4][CH:3]=1.C(O)=O.CCN(CC)CC, predict the reaction product. The product is: [C:1]([O:9][C@@H:10]1[C@@H:18]([CH:19]([F:20])[F:21])[O:17][C@H:16]2[C@H:12]([N:13]=[C:14]([NH:22][C:23]([O:25][C:26]([CH3:29])([CH3:28])[CH3:27])=[O:24])[S:15]2)[C@H:11]1[O:33][C:34](=[O:41])[C:35]1[CH:40]=[CH:39][CH:38]=[CH:37][CH:36]=1)(=[O:8])[C:2]1[CH:3]=[CH:4][CH:5]=[CH:6][CH:7]=1. (6) Given the reactants [Br:1][C:2]1[CH:3]=[C:4]([CH2:10][CH2:11][C:12]([O:14]C)=[O:13])[CH:5]=[C:6]([Br:9])[C:7]=1[OH:8].C([O:19][C:20]1[CH:25]=[CH:24][CH:23]=[C:22]([CH2:26]Br)[CH:21]=1)(=O)C, predict the reaction product. The product is: [Br:9][C:6]1[CH:5]=[C:4]([CH2:10][CH2:11][C:12]([OH:14])=[O:13])[CH:3]=[C:2]([Br:1])[C:7]=1[O:8][CH2:26][C:22]1[CH:23]=[CH:24][CH:25]=[C:20]([OH:19])[CH:21]=1. (7) Given the reactants [C:1]([O:5][C:6]([N:8]1[CH2:13][CH2:12][N:11]([CH2:14][C:15]2[CH:20]=[CH:19][CH:18]=[CH:17][CH:16]=2)[CH:10]([CH2:21][NH:22][CH2:23][C:24]([CH3:29])([CH3:28])[C:25]([NH2:27])=[O:26])[CH2:9]1)=[O:7])([CH3:4])([CH3:3])[CH3:2].[OH-].[Na+].[C:32](O[C:32]([O:34][C:35]([CH3:38])([CH3:37])[CH3:36])=[O:33])([O:34][C:35]([CH3:38])([CH3:37])[CH3:36])=[O:33], predict the reaction product. The product is: [C:1]([O:5][C:6]([N:8]1[CH2:13][CH2:12][N:11]([CH2:14][C:15]2[CH:20]=[CH:19][CH:18]=[CH:17][CH:16]=2)[CH:10]([CH2:21][N:22]([CH2:23][C:24]([CH3:29])([CH3:28])[C:25]([NH2:27])=[O:26])[C:32]([O:34][C:35]([CH3:38])([CH3:37])[CH3:36])=[O:33])[CH2:9]1)=[O:7])([CH3:4])([CH3:2])[CH3:3]. (8) Given the reactants C[Si]([N-][Si](C)(C)C)(C)C.[K+].[O:11]=[C:12]1[CH2:21][CH2:20][C:19]2[C:14](=[CH:15][CH:16]=[CH:17][CH:18]=2)[NH:13]1.[C:22]([O:26][C:27]([NH:29][CH2:30][CH2:31][CH2:32][CH2:33][CH2:34][CH2:35]Br)=[O:28])([CH3:25])([CH3:24])[CH3:23].O, predict the reaction product. The product is: [C:22]([O:26][C:27]([NH:29][CH2:30][CH2:31][CH2:32][CH2:33][CH2:34][CH2:35][N:13]1[C:14]2[C:19](=[CH:18][CH:17]=[CH:16][CH:15]=2)[CH2:20][CH2:21][C:12]1=[O:11])=[O:28])([CH3:25])([CH3:24])[CH3:23]. (9) Given the reactants [O:1]1[C:5]([C:6]2[CH:31]=[CH:30][CH:29]=[CH:28][C:7]=2[O:8][CH:9]2[CH2:14][CH2:13][N:12]([S:15]([CH2:18][CH:19]([NH:26][OH:27])[C:20]3[CH:25]=[CH:24][CH:23]=[CH:22][CH:21]=3)(=[O:17])=[O:16])[CH2:11][CH2:10]2)=[CH:4][CH:3]=[N:2]1.[CH:32](O)=[O:33].C(OC(=O)C)(=O)C.CO, predict the reaction product. The product is: [O:1]1[C:5]([C:6]2[CH:31]=[CH:30][CH:29]=[CH:28][C:7]=2[O:8][CH:9]2[CH2:10][CH2:11][N:12]([S:15]([CH2:18][CH:19]([N:26]([OH:27])[CH:32]=[O:33])[C:20]3[CH:25]=[CH:24][CH:23]=[CH:22][CH:21]=3)(=[O:17])=[O:16])[CH2:13][CH2:14]2)=[CH:4][CH:3]=[N:2]1.